From a dataset of Forward reaction prediction with 1.9M reactions from USPTO patents (1976-2016). Predict the product of the given reaction. (1) Given the reactants [CH2:1]([C:3]([CH:5]=[CH2:6])=[O:4])[CH3:2].C[O-].[Na+].[N+:10]([CH3:13])([O-:12])=[O:11], predict the reaction product. The product is: [N+:10]([CH2:13][CH2:6][CH2:5][C:3](=[O:4])[CH2:1][CH3:2])([O-:12])=[O:11]. (2) Given the reactants C(O)(=O)[C:2]1[CH:7]=[CH:6][N:5]=[CH:4][CH:3]=1.CC[N:12]([CH2:15]C)CC.C1(P(N=[N+]=[N-])(C2C=CC=CC=2)=[O:24])C=CC=CC=1.[CH3:34][O:35][C:36]1[CH:37]=[C:38]([C@@:44]23[CH2:52][CH2:51][C@@H:50]([NH2:53])[CH2:49][C@@H:48]2[N:47]([CH3:54])[CH2:46][CH2:45]3)[CH:39]=[CH:40][C:41]=1[O:42][CH3:43], predict the reaction product. The product is: [CH3:34][O:35][C:36]1[CH:37]=[C:38]([C@@:44]23[CH2:52][CH2:51][C@@H:50]([NH:53][C:15]([NH:12][C:2]4[CH:3]=[CH:4][N:5]=[CH:6][CH:7]=4)=[O:24])[CH2:49][C@@H:48]2[N:47]([CH3:54])[CH2:46][CH2:45]3)[CH:39]=[CH:40][C:41]=1[O:42][CH3:43].